This data is from Forward reaction prediction with 1.9M reactions from USPTO patents (1976-2016). The task is: Predict the product of the given reaction. (1) Given the reactants Cl[C:2]1[N:3]=[C:4]([N:20]2[CH2:25][CH2:24][O:23][CH2:22][CH2:21]2)[C:5]2[S:10][C:9]([CH2:11][N:12]([CH3:19])[C:13](=[O:18])[CH2:14][N:15]([CH3:17])[CH3:16])=[CH:8][C:6]=2[N:7]=1.CC1(C)C(C)(C)OB([C:34]2[CH:35]=[N:36][C:37]([NH2:40])=[N:38][CH:39]=2)O1, predict the reaction product. The product is: [NH2:40][C:37]1[N:38]=[CH:39][C:34]([C:2]2[N:3]=[C:4]([N:20]3[CH2:25][CH2:24][O:23][CH2:22][CH2:21]3)[C:5]3[S:10][C:9]([CH2:11][N:12]([CH3:19])[C:13](=[O:18])[CH2:14][N:15]([CH3:17])[CH3:16])=[CH:8][C:6]=3[N:7]=2)=[CH:35][N:36]=1. (2) Given the reactants [Al].ClC1C=C(C=CC=1)C(OO)=O.[CH:13]1[CH:18]=[C:17]([Cl:19])[CH:16]=[C:15]([C:20]([Cl:22])=[O:21])[CH:14]=1.C1CCCCC1, predict the reaction product. The product is: [CH:13]1[CH:18]=[C:17]([Cl:19])[CH:16]=[C:15]([C:20]([Cl:22])=[O:21])[CH:14]=1. (3) Given the reactants Br[C:2]1[CH:7]=[C:6]([O:8][CH3:9])[CH:5]=[C:4](Br)[CH:3]=1.[Br-].[N:12]1[CH:17]=[CH:16][CH:15]=[CH:14][C:13]=1[Zn+], predict the reaction product. The product is: [CH3:9][O:8][C:6]1[CH:7]=[C:2]([C:13]2[CH:14]=[CH:15][CH:16]=[CH:17][N:12]=2)[CH:3]=[C:4]([C:13]2[CH:14]=[CH:15][CH:16]=[CH:17][N:12]=2)[CH:5]=1. (4) The product is: [CH2:1]([O:8][CH2:9][CH2:10][CH2:11][CH2:12][CH2:13][CH2:14][CH2:15][CH2:16][CH2:17][CH2:18][CH2:19][P:20](=[O:21])([OH:27])[OH:24])[C:2]1[CH:3]=[CH:4][CH:5]=[CH:6][CH:7]=1. Given the reactants [CH2:1]([O:8][CH2:9][CH2:10][CH2:11][CH2:12][CH2:13][CH2:14][CH2:15][CH2:16][CH2:17][CH2:18][CH2:19][P:20](=[O:27])([O:24]CC)[O:21]CC)[C:2]1[CH:7]=[CH:6][CH:5]=[CH:4][CH:3]=1.Br[Si](C)(C)C.O, predict the reaction product. (5) Given the reactants [OH:1][CH:2]([C:17]1[CH:22]=[CH:21][C:20]([N+:23]([O-:25])=[O:24])=[CH:19][CH:18]=1)[CH2:3][NH:4][C:5]([C:7]1[NH:8][C:9]2[C:14]([CH:15]=1)=[CH:13][C:12]([Cl:16])=[CH:11][CH:10]=2)=[O:6].CC(OI1(OC(C)=O)(OC(C)=O)OC(=O)C2C=CC=CC1=2)=O.S([O-])([O-])(=O)=S.[Na+].[Na+], predict the reaction product. The product is: [N+:23]([C:20]1[CH:21]=[CH:22][C:17]([C:2](=[O:1])[CH2:3][NH:4][C:5]([C:7]2[NH:8][C:9]3[C:14]([CH:15]=2)=[CH:13][C:12]([Cl:16])=[CH:11][CH:10]=3)=[O:6])=[CH:18][CH:19]=1)([O-:25])=[O:24]. (6) Given the reactants [CH2:1]([O:3][C@H:4]([C:8]1[CH:13]=[CH:12][C:11]([O:14][CH3:15])=[CH:10][C:9]=1[F:16])[C:5]([OH:7])=O)[CH3:2].Cl.[CH2:18]([O:25][C:26](=[O:38])[N:27]=[C:28]([NH2:37])[C:29]1[CH:34]=[CH:33][C:32]([CH2:35][NH2:36])=[CH:31][CH:30]=1)[C:19]1[CH:24]=[CH:23][CH:22]=[CH:21][CH:20]=1, predict the reaction product. The product is: [CH2:18]([O:25][C:26](=[O:38])/[N:27]=[C:28](/[NH2:37])\[C:29]1[CH:30]=[CH:31][C:32]([CH2:35][NH:36][C:5](=[O:7])[C@H:4]([O:3][CH2:1][CH3:2])[C:8]2[CH:13]=[CH:12][C:11]([O:14][CH3:15])=[CH:10][C:9]=2[F:16])=[CH:33][CH:34]=1)[C:19]1[CH:24]=[CH:23][CH:22]=[CH:21][CH:20]=1.